Dataset: Forward reaction prediction with 1.9M reactions from USPTO patents (1976-2016). Task: Predict the product of the given reaction. Given the reactants [CH3:1]C(C)([O-])C.[K+].[I-].C[S+](C)(C)=O.[Br:13][C:14]1[CH:19]=[CH:18][N:17]=[CH:16][C:15]=1[O:20][CH2:21][C@H:22]1[CH2:24][O:23]1.O1CC1, predict the reaction product. The product is: [Br:13][C:14]1[CH:19]=[CH:18][N:17]=[CH:16][C:15]=1[O:20][CH2:21][C@H:22]1[CH2:24][CH2:1][O:23]1.